From a dataset of Full USPTO retrosynthesis dataset with 1.9M reactions from patents (1976-2016). Predict the reactants needed to synthesize the given product. (1) The reactants are: Br[C:2]1[C:6]([Br:7])=[C:5]([Cl:8])[S:4][C:3]=1[Cl:9].[Li]CCCC.[Cl:15][C:16]1[CH:17]=[C:18]([CH:21]=[CH:22][CH:23]=1)[CH:19]=[O:20]. Given the product [Br:7][C:6]1[C:2]([CH:19]([C:18]2[CH:21]=[CH:22][CH:23]=[C:16]([Cl:15])[CH:17]=2)[OH:20])=[C:3]([Cl:9])[S:4][C:5]=1[Cl:8], predict the reactants needed to synthesize it. (2) Given the product [NH2:1][C:4]1[CH:5]=[CH:6][C:7]([C:10]2[N:11]=[CH:12][N:13]([CH2:15][CH2:16][C:17]([NH:20][CH2:21][CH:22]([C:24]3[CH:25]=[C:26]([NH:30][S:31]([C:34]4[CH:35]=[CH:36][CH:37]=[CH:38][CH:39]=4)(=[O:33])=[O:32])[CH:27]=[CH:28][CH:29]=3)[OH:23])([CH3:18])[CH3:19])[CH:14]=2)=[CH:8][CH:9]=1, predict the reactants needed to synthesize it. The reactants are: [N+:1]([C:4]1[CH:9]=[CH:8][C:7]([C:10]2[N:11]=[CH:12][N:13]([CH2:15][CH2:16][C:17]([NH:20][CH2:21][CH:22]([C:24]3[CH:25]=[C:26]([NH:30][S:31]([C:34]4[CH:39]=[CH:38][CH:37]=[CH:36][CH:35]=4)(=[O:33])=[O:32])[CH:27]=[CH:28][CH:29]=3)[OH:23])([CH3:19])[CH3:18])[CH:14]=2)=[CH:6][CH:5]=1)([O-])=O.